Dataset: Experimentally validated miRNA-target interactions with 360,000+ pairs, plus equal number of negative samples. Task: Binary Classification. Given a miRNA mature sequence and a target amino acid sequence, predict their likelihood of interaction. (1) The miRNA is hsa-miR-8068 with sequence UGUUUGUUGUAAGGAUCGUUGU. The protein sequence of the target gene is MALRGPAGLGPGSRRPLDEAVAGAEGREAPALVAAGGAPEDDEEDDGRGRGLLRWDSFSAWLHCVCVVGFDLELGQAVEVIYPQHSKLTDREKTNICYLSFPDSNSGCLGDTQFCFRFRQSSGRRVSLHCLLDQFDKDLPVYLKKDPAYFYGYVYFRQVRDKTLKRGYFQKSLVLISKLPYIHFFHTVLKQIAPEYFEKNEPYLEAACNDVDRWPAPVPGKTLHLPIMGVVMKVRIPTCHDKPGTTQIVQLTQQVDTNISVILPTVHEVDIFRCFCPVFLHSQMLWELVLLGEPLVVMAP.... Result: 0 (no interaction). (2) The miRNA is mmu-miR-23a-3p with sequence AUCACAUUGCCAGGGAUUUCC. Result: 0 (no interaction). The protein sequence of the target gene is MSTPTDPAAMPHPGPSPGPGPSPGPILGPSPGPGPSPGSVHSMMGPSPGPPSVSHPLSTMGSADFPQEGMHQLHKPMDGIHDKGIVEDVHCGSMKGTSMRPPHPGMGPPQSPMDQHSQGYMSPHPSPLGAPEHVSSPTPPQMPPSQPGALIPGDPQAMNQPNRGPSPFSPVQLHQLRAQILAYKMLARGQPLPETLQLAVQGKRTLPGMQQQQQQQQQQQQQQQQQQQQQQQQQQPQQPQQQAQAQPQQQQQQQQQPALVSYNRPSGPGQELLLSGQSAPQKLSAPAPSGRPSPAPQAAV.... (3) The miRNA is hsa-miR-298 with sequence AGCAGAAGCAGGGAGGUUCUCCCA. The protein sequence of the target gene is MSSCNFTHATFVLIGIPGLEKAHFWVGFPLLSMYVVAMFGNCIVVFIVRTERSLHAPMYLFLCMLAAIDLALSTSTMPKILALFWFDSREISFEACLTQMFFIHALSAIESTILLAMAFDRYVAICHPLRHAAVLNNTVTAQIGIVAVVRGSLFFFPLPLLIKRLAFCHSNVLSHSYCVHQDVMKLAYADTLPNVVYGLTAILLVMGVDVMFISLSYFLIIRTVLQLPSKSERAKAFGTCVSHIGVVLAFYVPLIGLSVVHRFGNSLHPIVRVVMGDIYLLLPPVINPIIYGAKTKQIRT.... Result: 1 (interaction). (4) The miRNA is hsa-miR-6771-3p with sequence CAAACCCCUGUCUACCCGCAG. The protein sequence of the target gene is MSGSQNNDKRQFLLERLLDAVKQCQIRFGGRKEIASDSDSRVTCLCAQFEAVLQHGLKRSRGLALTAAAIKQAAGFASKTETEPVFWYYVKEVLNKHELQRFYSLRHIASDVGRGRAWLRCALNEHSLERYLHMLLADRCRLSTFYEDWSFVMDEERSSMLPTMAAGLNSILFAINIDNKDLNGQSKFAPTVSDLLKESTQNVTSLLKESTQGVSSLFREITASSAVSILIKPEQETDPLPVVSRNVSADAKCKKERKKKKKVTNIISFDDEEDEQNSGDVFKKTPGAGESSEDNSDRSS.... Result: 0 (no interaction). (5) The miRNA is hsa-miR-504-5p with sequence AGACCCUGGUCUGCACUCUAUC. The protein sequence of the target gene is MVSTYRVAVLGARGVGKSAIVRQFLYNEFSEVCVPTTARRLYLPAVVMNGHVHDLQILDFPPISAFPVNTLQEWADTCCRGLRSVHAYILVYDICCFDSFEYVKTIRQQILETRVIGTSETPIIIVGNKRDLQRGRVIPRWNVSHLVRKTWKCGYVECSAKYNWHILLLFSELLKSVGCARCKHVHAALRFQGALRRNRCAIM. Result: 1 (interaction). (6) The miRNA is hsa-miR-6773-5p with sequence UUGGGCCCAGGAGUAAACAGGAU. The protein sequence of the target gene is MKMQSPKMEQEEVEEERMRNKWPWMKAAQLMEFRMQALVYRYIEAGLRVPHHLVVPIWNSLALSSSSNYNYHSSSLLSNKGVTHIDTLETEPTRCRRTDGKKWRCSNTVLLFEKYCERHMHRGRKRSRKLVESSSEVASSSTKYDNTYGLDRYNESQSHLHGTISGSSNAQVVTIASLPSARSCENVIRPSLVISEFTNKSVSHGRKNMEMSYDDFINEKEASMCVGVVPLQGDESKPSVQKFFPEVSDKCLEAAKFSSNRKNDIIARSREWKNMNVNGGLFHGIHFSPDTVLQERGCFR.... Result: 0 (no interaction). (7) The miRNA is hsa-miR-10a-5p with sequence UACCCUGUAGAUCCGAAUUUGUG. The protein sequence of the target gene is MSEKSGQSTKAKDGKKYATLSLFNTYKGKSLETQKTTARHGLQSLGKVGISRRMPPPANLPSLKAENKGNDPNVNIVPKDGTGWASKQEQHEEEKTPEVPPAQPKPGVAAPPEVAPAPKSWASNKQGGQGDGIQVNSQFQQEFPSLQAAGDQEKKEKETNDDNYGPGPSLRPPNVACWRDGGKAAGSPSSSDQDEKLPGQDESTAGTSEQNDILKVVEKRIACGPPQAKLNGQQAALASQYRAMMPPYMFQQYPRMTYPPLHGPMRFPPSLSETNKGLRGRGPPPSWASEPERPSILSAS.... Result: 1 (interaction). (8) The miRNA is rno-miR-324-5p with sequence CGCAUCCCCUAGGGCAUUGGUGU. The protein sequence of the target gene is MAARPAATLAWSLLLLSSALLREGCRARFVAERDSEDDGEEPVVFPESPLQSPTVLVAVLARNAAHTLPHFLGCLERLDYPKSRMAIWAATDHNVDNTTEIFREWLKNVQRLYHYVEWRPMDEPESYPDEIGPKHWPTSRFAHVMKLRQAALRTAREKWSDYILFIDVDNFLTNPQTLNLLIAENKTIVAPMLESRGLYSNFWCGITPKGFYKRTPDYVQIREWKRTGCFPVPMVHSTFLIDLRKEASDKLTFYPPHQDYTWTFDDIIVFAFSSRQAGIQMYLCNREHYGYLPIPLKPHQ.... Result: 0 (no interaction). (9) The miRNA is hsa-miR-520a-5p with sequence CUCCAGAGGGAAGUACUUUCU. The protein sequence of the target gene is MEGVELKEEWQDEDFPIPLPEDDSIEADTLDGTDPDRQPGSLEVNGNKVRKKLMAPDISLTLDPGEDSLWSDDLDEAGEVDLEGLDTPSENSDEFEWEDDLPKPKTTEVIRKGSITEYTATEEKGDGRRWRMFRIGEQDHRVDMKAIEPYKKVISHGGYYGDGLNAIVVFAVCFMPESGQPNYRYLMDNLFKYVIGTLELLVAENYMIIYLNGATTRRKMPSLGWLRRCYQQIDRRLRKNLKSLIIVHPSWFIRTLLAVTRPFISSKFSQKIRYVFNLAELAELVPMEYVGIPECIKQYE.... Result: 0 (no interaction). (10) The miRNA is rno-miR-101a-3p with sequence UACAGUACUGUGAUAACUGAA. The protein sequence of the target gene is MGRLNEQRLFQPDLCDVDLVLVPQRSVFPAHKGVLAAYSQFFHSLFTQNKQLQRVELSLEALAPGGLQQILNFIYTSKLLVNAANVHEVLSAASLLQMADIAASCQELLDARSLGPPGPGTVALAQPAASCTPAAPPYYCDIKQEADTPGLPKIYAREGPDPYSVRVEDGAGTAGGTVPATIGPAQPFFKEEKEGGVEEAGGPPASLCKLEGGEELEEELGGSGTYSRREQSQIIVEVNLNNQTLHVSTGPEGKPGAGPSPATVVLGREDGLQRHSDEEEEDDEEEEEEEEEEEGGGSGR.... Result: 0 (no interaction).